Dataset: Catalyst prediction with 721,799 reactions and 888 catalyst types from USPTO. Task: Predict which catalyst facilitates the given reaction. (1) Reactant: [Br-:1].[CH2:2]([P+:6]([CH2:37][CH2:38][CH2:39][CH3:40])([CH2:33][CH2:34][CH2:35][CH3:36])[CH2:7][CH2:8][CH2:9][CH2:10][C:11]([S:26][C:27]1[CH:32]=[CH:31][CH:30]=[CH:29][CH:28]=1)([S:19][C:20]1[CH:25]=[CH:24][CH:23]=[CH:22][CH:21]=1)[CH2:12][CH2:13][C:14]([O:16]CC)=[O:15])[CH2:3][CH2:4][CH3:5].CO.[OH-].[Na+]. Product: [Br-:1].[CH2:37]([P+:6]([CH2:2][CH2:3][CH2:4][CH3:5])([CH2:33][CH2:34][CH2:35][CH3:36])[CH2:7][CH2:8][CH2:9][CH2:10][C:11]([S:19][C:20]1[CH:25]=[CH:24][CH:23]=[CH:22][CH:21]=1)([S:26][C:27]1[CH:28]=[CH:29][CH:30]=[CH:31][CH:32]=1)[CH2:12][CH2:13][C:14]([OH:16])=[O:15])[CH2:38][CH2:39][CH3:40]. The catalyst class is: 6. (2) Reactant: [Br:1][C:2]1[CH:7]=[CH:6][C:5]([N:8]2[C:12]([C:13]([O:15][CH2:16][CH3:17])=[O:14])=[CH:11][CH:10]=[N:9]2)=[CH:4][CH:3]=1.C(O)(=O)C.[F:22][B-](F)(F)F.F[B-](F)(F)F.ClC[N+]12CC[N+](F)(CC1)CC2. Product: [CH2:16]([O:15][C:13]([C:12]1[N:8]([C:5]2[CH:4]=[CH:3][C:2]([Br:1])=[CH:7][CH:6]=2)[N:9]=[CH:10][C:11]=1[F:22])=[O:14])[CH3:17]. The catalyst class is: 10. (3) Reactant: [CH2:1]([C:3]1[S:7][C:6]([C:8]2[CH:13]=[CH:12][C:11]([C:14]([F:17])([F:16])[F:15])=[CH:10][CH:9]=2)=[N:5][C:4]=1[CH:18]([CH3:22])[C:19](O)=[O:20])[CH3:2].[CH3:23][O:24][C:25](=[O:36])[CH2:26][CH2:27][C:28]1[CH:33]=[CH:32][C:31]([NH2:34])=[CH:30][C:29]=1[CH3:35].CCN=C=NCCCN(C)C. Product: [CH3:23][O:24][C:25](=[O:36])[CH2:26][CH2:27][C:28]1[CH:33]=[CH:32][C:31]([NH:34][C:19](=[O:20])[CH:18]([C:4]2[N:5]=[C:6]([C:8]3[CH:13]=[CH:12][C:11]([C:14]([F:16])([F:15])[F:17])=[CH:10][CH:9]=3)[S:7][C:3]=2[CH2:1][CH3:2])[CH3:22])=[CH:30][C:29]=1[CH3:35]. The catalyst class is: 79.